From a dataset of Reaction yield outcomes from USPTO patents with 853,638 reactions. Predict the reaction yield, written as a fraction of the theoretical maximum amount of product (1.0 means a 100% yield; for example, 0.34 means a 34% yield). (1) The reactants are [F:1][C:2]1[CH:14]=[C:13]([CH3:15])[C:12]([F:16])=[CH:11][C:3]=1[C:4]([NH:6][S:7]([CH3:10])(=[O:9])=[O:8])=[O:5].[Br:17]N1C(=O)CCC1=O.N(C(C)(C)C#N)=NC(C)(C)C#N. The catalyst is ClCCCl. The product is [Br:17][CH2:15][C:13]1[C:12]([F:16])=[CH:11][C:3]([C:4]([NH:6][S:7]([CH3:10])(=[O:8])=[O:9])=[O:5])=[C:2]([F:1])[CH:14]=1. The yield is 0.560. (2) The reactants are [CH3:1][N:2]1[CH2:7][CH2:6][N:5]([C:8]2[CH:14]=[CH:13][CH:12]=[C:11]([N+:15]([O-])=O)[C:9]=2[NH2:10])[CH2:4][CH2:3]1. The catalyst is CO.[Pd]. The product is [CH3:1][N:2]1[CH2:3][CH2:4][N:5]([C:8]2[CH:14]=[CH:13][CH:12]=[C:11]([NH2:15])[C:9]=2[NH2:10])[CH2:6][CH2:7]1. The yield is 0.853. (3) The reactants are [C:1]1([CH2:11][C:12]([NH:14][C:15]2[N:16]=[CH:17][N:18]([C@H:20]3[CH2:23][C@H:22](OS(C4C=CC(C)=CC=4)(=O)=O)[CH2:21]3)[CH:19]=2)=[O:13])[C:10]2[C:5](=[CH:6][CH:7]=[CH:8][CH:9]=2)[CH:4]=[CH:3][CH:2]=1.[N-:35]=[N+:36]=[N-:37].[Na+].C(Cl)(Cl)Cl. The catalyst is C(O)C.O. The product is [N:35]([C@@H:22]1[CH2:23][C@H:20]([N:18]2[CH:19]=[C:15]([NH:14][C:12](=[O:13])[CH2:11][C:1]3[C:10]4[C:5](=[CH:6][CH:7]=[CH:8][CH:9]=4)[CH:4]=[CH:3][CH:2]=3)[N:16]=[CH:17]2)[CH2:21]1)=[N+:36]=[N-:37]. The yield is 0.790. (4) The product is [NH2:14][C:7]1[C:8]2[C:13](=[CH:12][CH:11]=[CH:10][CH:9]=2)[C:4]([CH:1]2[CH2:3][CH2:2]2)=[CH:5][CH:6]=1. The yield is 0.730. The catalyst is C(O)C.[Pd]. The reactants are [CH:1]1([C:4]2[C:13]3[C:8](=[CH:9][CH:10]=[CH:11][CH:12]=3)[C:7]([N+:14]([O-])=O)=[CH:6][CH:5]=2)[CH2:3][CH2:2]1. (5) The reactants are [OH:1][C:2]1[CH:3]=[C:4]([C:8]2[N:17]=[C:16]([NH:18][C:19]3[CH:20]=[C:21]4[C:25](=[CH:26][CH:27]=3)[N:24]([C:28]([O:30][C:31]([CH3:34])([CH3:33])[CH3:32])=[O:29])[N:23]=[CH:22]4)[C:15]3[C:10](=[CH:11][CH:12]=[CH:13][CH:14]=3)[N:9]=2)[CH:5]=[CH:6][CH:7]=1.[CH:35]([NH:38][C:39](=[O:42])[CH2:40]Br)([CH3:37])[CH3:36].C([O-])([O-])=O.[K+].[K+]. The catalyst is CN(C=O)C. The product is [CH:35]([NH:38][C:39](=[O:42])[CH2:40][O:1][C:2]1[CH:3]=[C:4]([C:8]2[N:17]=[C:16]([NH:18][C:19]3[CH:20]=[C:21]4[C:25](=[CH:26][CH:27]=3)[N:24]([C:28]([O:30][C:31]([CH3:34])([CH3:33])[CH3:32])=[O:29])[N:23]=[CH:22]4)[C:15]3[C:10](=[CH:11][CH:12]=[CH:13][CH:14]=3)[N:9]=2)[CH:5]=[CH:6][CH:7]=1)([CH3:37])[CH3:36]. The yield is 0.450. (6) The reactants are [C:1]([O:5][C:6]([NH:8][CH2:9][CH2:10][CH:11]1[CH2:16][CH2:15][CH2:14][NH:13][CH2:12]1)=[O:7])([CH3:4])([CH3:3])[CH3:2].C[Si]([N:21]=[C:22]=[O:23])(C)C. The catalyst is ClCCl. The product is [C:1]([O:5][C:6]([NH:8][CH2:9][CH2:10][CH:11]1[CH2:16][CH2:15][CH2:14][N:13]([C:22]([NH2:21])=[O:23])[CH2:12]1)=[O:7])([CH3:4])([CH3:2])[CH3:3]. The yield is 0.700. (7) The reactants are C1C(=O)N([Br:8])C(=O)C1.[CH3:9][C:10]([Si:13]([CH3:29])([CH3:28])[O:14][C:15]1[CH:23]=[C:22]2[C:18]([CH:19]=[C:20]([C:24]([O:26][CH3:27])=[O:25])[NH:21]2)=[CH:17][CH:16]=1)([CH3:12])[CH3:11]. The catalyst is CN(C=O)C. The product is [Br:8][C:19]1[C:18]2[C:22](=[CH:23][C:15]([O:14][Si:13]([C:10]([CH3:9])([CH3:11])[CH3:12])([CH3:28])[CH3:29])=[CH:16][CH:17]=2)[NH:21][C:20]=1[C:24]([O:26][CH3:27])=[O:25]. The yield is 0.170. (8) The reactants are [CH3:1][C:2]([CH3:31])([CH3:30])[C:3]#[C:4][C:5]1[S:9][C:8]([C:10]([OH:12])=[O:11])=[C:7]([N:13]([C@H:23]2[CH2:28][CH2:27][C@H:26]([OH:29])[CH2:25][CH2:24]2)[C:14]([C@H:16]2[CH2:21][CH2:20][C@H:19]([CH3:22])[CH2:18][CH2:17]2)=[O:15])[CH:6]=1.F[C:33]1[CH:38]=[CH:37][CH:36]=[CH:35][N:34]=1.[H-].[Na+].C(OCC)(=O)C. The catalyst is CN(C=O)C. The product is [CH3:31][C:2]([CH3:30])([CH3:1])[C:3]#[C:4][C:5]1[S:9][C:8]([C:10]([OH:12])=[O:11])=[C:7]([N:13]([C:14]([C@H:16]2[CH2:21][CH2:20][C@H:19]([CH3:22])[CH2:18][CH2:17]2)=[O:15])[C@H:23]2[CH2:28][CH2:27][C@H:26]([O:29][C:33]3[CH:38]=[CH:37][CH:36]=[CH:35][N:34]=3)[CH2:25][CH2:24]2)[CH:6]=1. The yield is 0.580. (9) The reactants are [Br:1][C:2]1[CH:3]=[CH:4][C:5]([OH:18])=[C:6]([C:8](=[O:17])[CH2:9][C:10]2[CH:15]=[CH:14][CH:13]=[CH:12][C:11]=2[CH3:16])[CH:7]=1.[C:19]([O-])(=O)[CH3:20].[Na+]. The catalyst is C(OC(=O)C)(=O)C. The product is [Br:1][C:2]1[CH:7]=[C:6]2[C:5](=[CH:4][CH:3]=1)[O:18][C:19]([CH3:20])=[C:9]([C:10]1[CH:15]=[CH:14][CH:13]=[CH:12][C:11]=1[CH3:16])[C:8]2=[O:17]. The yield is 0.300.